Task: Predict the reaction yield, written as a fraction of the theoretical maximum amount of product (1.0 means a 100% yield; for example, 0.34 means a 34% yield).. Dataset: Reaction yield outcomes from USPTO patents with 853,638 reactions The reactants are Cl[C:2]1[N:7]=[C:6]([C:8]2[S:12][C:11]([C:13]([CH3:16])([CH3:15])[CH3:14])=[N:10][C:9]=2[C:17]2[C:18]([F:35])=[C:19]([NH:23][S:24]([C:27]3[CH:32]=[C:31]([F:33])[CH:30]=[CH:29][C:28]=3[F:34])(=[O:26])=[O:25])[CH:20]=[CH:21][CH:22]=2)[CH:5]=[CH:4][N:3]=1. The catalyst is CCO.CO.[Pd]. The product is [CH3:16][C:13]([C:11]1[S:12][C:8]([C:6]2[CH:5]=[CH:4][N:3]=[CH:2][N:7]=2)=[C:9]([C:17]2[C:18]([F:35])=[C:19]([NH:23][S:24]([C:27]3[CH:32]=[C:31]([F:33])[CH:30]=[CH:29][C:28]=3[F:34])(=[O:25])=[O:26])[CH:20]=[CH:21][CH:22]=2)[N:10]=1)([CH3:14])[CH3:15]. The yield is 0.960.